From a dataset of Peptide-MHC class II binding affinity with 134,281 pairs from IEDB. Regression. Given a peptide amino acid sequence and an MHC pseudo amino acid sequence, predict their binding affinity value. This is MHC class II binding data. (1) The peptide sequence is LGTFDTTQIIKLLPF. The MHC is DRB4_0101 with pseudo-sequence DRB4_0103. The binding affinity (normalized) is 0.600. (2) The peptide sequence is AFKVAASAANAAPAN. The MHC is DRB1_0802 with pseudo-sequence DRB1_0802. The binding affinity (normalized) is 0.649. (3) The peptide sequence is YLFAKDKSGPLQPGV. The MHC is HLA-DQA10401-DQB10402 with pseudo-sequence HLA-DQA10401-DQB10402. The binding affinity (normalized) is 0. (4) The peptide sequence is LELQIVDKIDAAFKI. The MHC is DRB1_0802 with pseudo-sequence DRB1_0802. The binding affinity (normalized) is 0.512. (5) The binding affinity (normalized) is 0.226. The peptide sequence is NTNTDVKDWLDGSRG. The MHC is DRB1_0101 with pseudo-sequence DRB1_0101. (6) The binding affinity (normalized) is 0.350. The MHC is HLA-DQA10501-DQB10402 with pseudo-sequence HLA-DQA10501-DQB10402. The peptide sequence is WPDLDLKPGAAWTVY.